From a dataset of Forward reaction prediction with 1.9M reactions from USPTO patents (1976-2016). Predict the product of the given reaction. (1) Given the reactants [Cl:1][C:2]1[CH:3]=[C:4]2[C:9](=[CH:10][C:11]=1[Cl:12])[N:8]=[C:7]([O:13][CH3:14])[C:6]([NH:15][C:16](=[O:20])OCC)=[N:5]2.[CH3:21][O:22][C:23]1[CH:24]=[C:25]([N:31]2[CH2:36][CH2:35][NH:34][CH2:33][CH2:32]2)[CH:26]=[C:27]([O:29][CH3:30])[CH:28]=1, predict the reaction product. The product is: [Cl:1][C:2]1[CH:3]=[C:4]2[C:9](=[CH:10][C:11]=1[Cl:12])[N:8]=[C:7]([O:13][CH3:14])[C:6]([NH:15][C:16]([N:34]1[CH2:33][CH2:32][N:31]([C:25]3[CH:24]=[C:23]([O:22][CH3:21])[CH:28]=[C:27]([O:29][CH3:30])[CH:26]=3)[CH2:36][CH2:35]1)=[O:20])=[N:5]2. (2) Given the reactants [CH2:1]([O:5][C:6]([NH:8][C@@H:9]([C:13]([CH3:16])([CH3:15])[CH3:14])[C:10]([OH:12])=O)=[O:7])[CH2:2][CH:3]=[CH2:4].CCN(C(C)C)C(C)C.CN(C(ON1N=NC2C=CC=NC1=2)=[N+](C)C)C.F[P-](F)(F)(F)(F)F.[CH3:50][O:51][C@:52]1([C:61]2[CH:62]=[C:63]([C:67]3[CH:72]=[CH:71][CH:70]=[C:69]([CH:73]=[CH2:74])[CH:68]=3)[CH:64]=[CH:65][CH:66]=2)[CH2:56][NH:55][C@H:54]([C:57]([O:59][CH3:60])=[O:58])[CH2:53]1, predict the reaction product. The product is: [CH2:1]([O:5][C:6]([NH:8][C@@H:9]([C:13]([CH3:16])([CH3:15])[CH3:14])[C:10]([N:55]1[CH2:56][C@:52]([O:51][CH3:50])([C:61]2[CH:62]=[C:63]([C:67]3[CH:72]=[CH:71][CH:70]=[C:69]([CH:73]=[CH2:74])[CH:68]=3)[CH:64]=[CH:65][CH:66]=2)[CH2:53][C@H:54]1[C:57]([O:59][CH3:60])=[O:58])=[O:12])=[O:7])[CH2:2][CH:3]=[CH2:4]. (3) Given the reactants Br[C:2]1[CH:7]=[CH:6][C:5]([N+:8]([O-:10])=[O:9])=[CH:4][C:3]=1[C:11](=O)[CH3:12].C([O:16][C:17]([C:19]1[CH:42]=[CH:41][C:22]2[N:23]([CH:35]3[CH2:40][CH2:39][CH2:38][CH2:37][CH2:36]3)[C:24]([C:26]3[CH:31]=[CH:30][C:29]([NH2:32])=[C:28]([CH:33]=O)[CH:27]=3)=[N:25][C:21]=2[CH:20]=1)=[O:18])C.[OH-].[K+].Cl.[CH2:46]([OH:48])[CH3:47], predict the reaction product. The product is: [CH:35]1([N:23]2[C:22]3[CH:41]=[CH:42][C:19]([C:17]([OH:16])=[O:18])=[CH:20][C:21]=3[N:25]=[C:24]2[C:26]2[CH:27]=[C:28]3[C:29](=[CH:30][CH:31]=2)[N:32]=[C:11]([C:3]2[CH:4]=[C:5]([N+:8]([O-:10])=[O:9])[CH:6]=[CH:7][C:2]=2[O:48][CH2:46][CH3:47])[CH:12]=[CH:33]3)[CH2:40][CH2:39][CH2:38][CH2:37][CH2:36]1. (4) Given the reactants N[C:2]1[CH:3]=[CH:4][C:5]([O:40][CH3:41])=[C:6]([C:8]2[C:9]([CH2:18][N:19]3[C@@H:23]([CH3:24])[C@@H:22]([C:25]4[CH:30]=[C:29]([C:31]([F:34])([F:33])[F:32])[CH:28]=[C:27]([C:35]([F:38])([F:37])[F:36])[CH:26]=4)[O:21][C:20]3=[O:39])=[N:10][C:11]([N:14]3[CH2:17][CH2:16][CH2:15]3)=[CH:12][CH:13]=2)[CH:7]=1.[I:42]CI.N(OCCC(C)C)=O, predict the reaction product. The product is: [N:14]1([C:11]2[N:10]=[C:9]([CH2:18][N:19]3[C@@H:23]([CH3:24])[C@@H:22]([C:25]4[CH:30]=[C:29]([C:31]([F:34])([F:32])[F:33])[CH:28]=[C:27]([C:35]([F:37])([F:38])[F:36])[CH:26]=4)[O:21][C:20]3=[O:39])[C:8]([C:6]3[CH:7]=[C:2]([I:42])[CH:3]=[CH:4][C:5]=3[O:40][CH3:41])=[CH:13][CH:12]=2)[CH2:15][CH2:16][CH2:17]1.